This data is from Full USPTO retrosynthesis dataset with 1.9M reactions from patents (1976-2016). The task is: Predict the reactants needed to synthesize the given product. Given the product [C:36]([NH:1][C:2]1[CH:7]=[C:6]([N:8]2[CH:13]=[CH:12][CH:11]=[CH:10][C:9]2=[O:14])[CH:5]=[CH:4][C:3]=1[N:15]1[CH:19]=[C:18]([CH2:20][NH:21][C:22]([C:24]2[S:25][C:26]([Cl:29])=[CH:27][CH:28]=2)=[O:23])[N:17]=[N:16]1)(=[O:38])[CH3:37], predict the reactants needed to synthesize it. The reactants are: [NH2:1][C:2]1[CH:7]=[C:6]([N:8]2[CH:13]=[CH:12][CH:11]=[CH:10][C:9]2=[O:14])[CH:5]=[CH:4][C:3]=1[N:15]1[CH:19]=[C:18]([CH2:20][NH:21][C:22]([C:24]2[S:25][C:26]([Cl:29])=[CH:27][CH:28]=2)=[O:23])[N:17]=[N:16]1.N1C=CC=CC=1.[C:36](Cl)(=[O:38])[CH3:37].